This data is from Forward reaction prediction with 1.9M reactions from USPTO patents (1976-2016). The task is: Predict the product of the given reaction. (1) Given the reactants [CH2:1]([N:8]1[C:16]2[C:11](=[CH:12][C:13]([C:17]([OH:26])([C:22]([F:25])([F:24])[F:23])[C:18]([F:21])([F:20])[F:19])=[CH:14][CH:15]=2)[CH:10]=C1)[C:2]1[CH:7]=[CH:6][CH:5]=[CH:4][CH:3]=1.C1C(=O)N([Cl:34])C(=O)C1.[CH2:35]([Cl:37])Cl, predict the reaction product. The product is: [CH2:1]([N:8]1[C:16]2[C:11](=[CH:12][C:13]([C:17]([OH:26])([C:22]([F:25])([F:24])[F:23])[C:18]([F:21])([F:20])[F:19])=[CH:14][CH:15]=2)[C:10]([Cl:34])=[C:35]1[Cl:37])[C:2]1[CH:7]=[CH:6][CH:5]=[CH:4][CH:3]=1. (2) The product is: [NH2:24][C:3]1[C:2]([F:1])=[CH:22][C:21]([F:23])=[CH:20][C:4]=1[NH:5][C:6]1[S:10][C:9]2[CH:11]=[CH:12][CH:13]=[CH:14][C:8]=2[C:7]=1[C:15]([O:17][CH2:18][CH3:19])=[O:16]. Given the reactants [F:1][C:2]1[C:3]([N+:24]([O-])=O)=[C:4]([CH:20]=[C:21]([F:23])[CH:22]=1)[NH:5][C:6]1[S:10][C:9]2[CH:11]=[CH:12][CH:13]=[CH:14][C:8]=2[C:7]=1[C:15]([O:17][CH2:18][CH3:19])=[O:16].[H][H], predict the reaction product. (3) Given the reactants [BH4-].[Na+].[CH3:3][C:4]1[O:8][C:7]([C:9]([CH:11]2[CH2:15][CH2:14][CH2:13][S:12]2)=[O:10])=[CH:6][CH:5]=1.C(OCC)(=O)C.O, predict the reaction product. The product is: [CH3:3][C:4]1[O:8][C:7]([CH:9]([CH:11]2[CH2:15][CH2:14][CH2:13][S:12]2)[OH:10])=[CH:6][CH:5]=1. (4) Given the reactants [N+:1]([C:4]1[O:8][C:7]([C:9](Cl)=[O:10])=[CH:6][CH:5]=1)([O-:3])=[O:2].[CH3:12][C:13]([C:15]1[CH:20]=[CH:19][C:18]([N:21]2[CH2:26][CH2:25][NH:24][CH2:23][CH2:22]2)=[CH:17][CH:16]=1)=[O:14], predict the reaction product. The product is: [N+:1]([C:4]1[O:8][C:7]([C:9]([N:24]2[CH2:23][CH2:22][N:21]([C:18]3[CH:17]=[CH:16][C:15]([C:13](=[O:14])[CH3:12])=[CH:20][CH:19]=3)[CH2:26][CH2:25]2)=[O:10])=[CH:6][CH:5]=1)([O-:3])=[O:2]. (5) Given the reactants [CH3:1][N:2]([CH3:31])[CH2:3][CH2:4][CH2:5][NH:6][C:7]1[C:12]([C:13]([NH:15][C@@H:16]2[CH2:21][CH2:20][C@H:19]([NH:22][C:23](=[O:29])[O:24][C:25]([CH3:28])([CH3:27])[CH3:26])[CH2:18][CH2:17]2)=[O:14])=[CH:11][C:10]([F:30])=[CH:9][N:8]=1.[C:32](N1C=CN=C1)(N1C=CN=C1)=[O:33].[H-].[Na+], predict the reaction product. The product is: [CH3:31][N:2]([CH3:1])[CH2:3][CH2:4][CH2:5][N:6]1[C:7]2[N:8]=[CH:9][C:10]([F:30])=[CH:11][C:12]=2[C:13](=[O:14])[N:15]([C@@H:16]2[CH2:21][CH2:20][C@H:19]([NH:22][C:23](=[O:29])[O:24][C:25]([CH3:26])([CH3:27])[CH3:28])[CH2:18][CH2:17]2)[C:32]1=[O:33].